Dataset: Catalyst prediction with 721,799 reactions and 888 catalyst types from USPTO. Task: Predict which catalyst facilitates the given reaction. (1) The catalyst class is: 10. Product: [CH2:1]([C:3]1[C:8]([O:9][CH2:12][C:13]([O:15][CH3:16])=[O:14])=[CH:7][CH:6]=[C:5]([CH3:10])[N:4]=1)[CH3:2]. Reactant: [CH2:1]([C:3]1[C:8]([OH:9])=[CH:7][CH:6]=[C:5]([CH3:10])[N:4]=1)[CH3:2].Br[CH2:12][C:13]([O:15][CH3:16])=[O:14].C(=O)([O-])[O-].[Cs+].[Cs+].O. (2) Reactant: [Br:1][CH2:2][CH2:3][CH2:4]Br.C(=O)([O-])[O-].[K+].[K+].[OH:12][C:13]1[CH:18]=[CH:17][C:16]([C:19]2[CH:24]=[CH:23][C:22]([C:25]([O:27][CH2:28][CH3:29])=[O:26])=[CH:21][CH:20]=2)=[CH:15][C:14]=1[C:30]1[CH:39]=[CH:38][C:37]2[C:36]([CH3:41])([CH3:40])[CH2:35][CH2:34][C:33]([CH3:43])([CH3:42])[C:32]=2[CH:31]=1. Product: [Br:1][CH2:2][CH2:3][CH2:4][O:12][C:13]1[CH:18]=[CH:17][C:16]([C:19]2[CH:20]=[CH:21][C:22]([C:25]([O:27][CH2:28][CH3:29])=[O:26])=[CH:23][CH:24]=2)=[CH:15][C:14]=1[C:30]1[CH:39]=[CH:38][C:37]2[C:36]([CH3:41])([CH3:40])[CH2:35][CH2:34][C:33]([CH3:42])([CH3:43])[C:32]=2[CH:31]=1. The catalyst class is: 311. (3) Reactant: [NH2:1][C:2]1[CH:7]=[CH:6][CH:5]=[CH:4][C:3]=1[C:8]1[CH:13]=[CH:12][CH:11]=[CH:10][C:9]=1[CH3:14].C(N(CC)CC)C.Cl[C:23]([O:25][CH2:26][CH3:27])=[O:24]. Product: [CH2:26]([O:25][C:23]([NH:1][C:2]1[CH:7]=[CH:6][CH:5]=[CH:4][C:3]=1[C:8]1[CH:13]=[CH:12][CH:11]=[CH:10][C:9]=1[CH3:14])=[O:24])[CH3:27]. The catalyst class is: 11.